Dataset: Forward reaction prediction with 1.9M reactions from USPTO patents (1976-2016). Task: Predict the product of the given reaction. (1) Given the reactants [CH3:1][C:2]([CH3:7])([CH3:6])[C@H:3]([NH2:5])[CH3:4].C1(N)CCC1.Cl[C:14]1[C:15]2[CH:34]=[CH:33][NH:32][C:16]=2[N:17]=[C:18]([NH:20][C:21]2[CH:22]=[C:23]([NH:27][S:28]([CH3:31])(=[O:30])=[O:29])[CH:24]=[CH:25][CH:26]=2)[N:19]=1.ClC1N=C(NC2C=C(NS(C)(=O)=O)C=CC=2)N=C2C=1N=CN2, predict the reaction product. The product is: [CH3:4][C@@H:3]([NH:5][C:14]1[C:15]2[CH:34]=[CH:33][NH:32][C:16]=2[N:17]=[C:18]([NH:20][C:21]2[CH:22]=[C:23]([NH:27][S:28]([CH3:31])(=[O:30])=[O:29])[CH:24]=[CH:25][CH:26]=2)[N:19]=1)[C:2]([CH3:7])([CH3:6])[CH3:1]. (2) Given the reactants [Br:1][C:2]1[CH:3]=[CH:4][C:5](F)=[C:6]([C:8]2[NH:17][C:16](=[O:18])[C:15]3[C:10](=[N:11][CH:12]=[CH:13][N:14]=3)[N:9]=2)[CH:7]=1.[NH:20]1[CH2:24][CH2:23][CH2:22][CH2:21]1, predict the reaction product. The product is: [Br:1][C:2]1[CH:3]=[CH:4][C:5]([N:20]2[CH2:24][CH2:23][CH2:22][CH2:21]2)=[C:6]([C:8]2[NH:17][C:16](=[O:18])[C:15]3[C:10](=[N:11][CH:12]=[CH:13][N:14]=3)[N:9]=2)[CH:7]=1. (3) Given the reactants [Cl:1][C:2]1[CH:7]=[CH:6][C:5]([C:8]2[CH:13]=[C:12]([CH2:14][CH3:15])[N:11]3[N:16]=[CH:17][C:18]([C:19](O)=[O:20])=[C:10]3[N:9]=2)=[CH:4][CH:3]=1.[NH2:22][C:23]1[CH:24]=[C:25]([S:29]([NH:32][C:33]([CH3:37])([CH3:36])[CH2:34][OH:35])(=[O:31])=[O:30])[CH:26]=[CH:27][CH:28]=1, predict the reaction product. The product is: [OH:35][CH2:34][C:33]([NH:32][S:29]([C:25]1[CH:24]=[C:23]([NH:22][C:19]([C:18]2[CH:17]=[N:16][N:11]3[C:12]([CH2:14][CH3:15])=[CH:13][C:8]([C:5]4[CH:4]=[CH:3][C:2]([Cl:1])=[CH:7][CH:6]=4)=[N:9][C:10]=23)=[O:20])[CH:28]=[CH:27][CH:26]=1)(=[O:31])=[O:30])([CH3:37])[CH3:36]. (4) Given the reactants [H-].[Na+].[Cl:3][C:4]1[C:5]([F:26])=[C:6]([NH:12][C:13]([NH:15][C:16](=[O:25])[C:17]2[C:22]([F:23])=[CH:21][CH:20]=[CH:19][C:18]=2[F:24])=[O:14])[CH:7]=[C:8]([Cl:11])[C:9]=1[F:10].Cl[CH2:28][N:29]([CH2:40]Cl)[C:30](=[O:39])[O:31][CH2:32][C:33]1[CH:38]=[CH:37][CH:36]=[CH:35][CH:34]=1.O, predict the reaction product. The product is: [CH2:32]([O:31][C:30]([N:29]1[CH2:40][N:12]([C:6]2[CH:7]=[C:8]([Cl:11])[C:9]([F:10])=[C:4]([Cl:3])[C:5]=2[F:26])[C:13](=[O:14])[N:15]([C:16](=[O:25])[C:17]2[C:22]([F:23])=[CH:21][CH:20]=[CH:19][C:18]=2[F:24])[CH2:28]1)=[O:39])[C:33]1[CH:38]=[CH:37][CH:36]=[CH:35][CH:34]=1. (5) Given the reactants [CH3:1][C:2]1[CH:7]=[CH:6][C:5]([N:8]2[C:12](=[O:13])[C:11](=[O:14])[CH:10](C)[NH:9]2)=[CH:4][CH:3]=1.CC1C=CC(N2C(=O)C(=O)C(C3C=CC=CC=3)N2)=CC=1.CC1C=CC(N2C(=O)C(=O)C(C3C=CC(Cl)=CC=3)N2)=CC=1.CC1C=CC(N2C(=O)C(=O)C(C3C=CC=C(OC)C=3)N2)=CC=1.CC1C=CC(N2C(=O)C(=O)C(C3C=CC(OC)=CC=3)N2)=CC=1.CC1C=CC(N2C(=O)C(=O)C(C3C=CC=C([N+]([O-])=O)C=3)N2)=CC=1.CC1C=CC(N2C(=O)C(=O)C(C3C=CC(C)=CC=3)N2)=CC=1.CC1C=CC(N2C(=O)C(=O)C(OC)N2)=CC=1.CC1C=CC(N2C(=O)C(=O)C(N(C)C)N2)=CC=1.CC1C=CC(N2C(=O)C(=O)C(N(CC)CC)N2)=CC=1.CC1C=CC(N2C(=O)C(=O)C(NC(=O)C)N2)=CC=1.CC1C=CC(N2C(=O)C(=O)C(C(O)=O)N2)=CC=1.CC1C=CC(N2C(=O)C(=O)C(C(OC)=O)N2)=CC=1.CC1C=CC(N2C(=O)C(=O)C(C(OCC)=O)N2)=CC=1, predict the reaction product. The product is: [CH3:1][C:2]1[CH:3]=[CH:4][C:5]([N:8]2[C:12](=[O:13])[C:11](=[O:14])[CH2:10][NH:9]2)=[CH:6][CH:7]=1. (6) Given the reactants [N:1]1[CH:6]=[CH:5][CH:4]=[C:3]([O:7][CH2:8][CH2:9][C@@H:10]2[CH2:16][C@@H:15]3[C@@H:13]([CH2:14]3)[CH2:12][N:11]2C(OC(C)(C)C)=O)[CH:2]=1.C(O)(C(F)(F)F)=O.N, predict the reaction product. The product is: [N:1]1[CH:6]=[CH:5][CH:4]=[C:3]([O:7][CH2:8][CH2:9][C@@H:10]2[CH2:16][C@@H:15]3[C@@H:13]([CH2:14]3)[CH2:12][NH:11]2)[CH:2]=1. (7) Given the reactants CN(C=O)C.O=[C:7]1[NH:12][C:11]([CH2:13][O:14][CH2:15][C:16]([O:18][CH2:19][CH2:20][CH2:21][CH3:22])=[O:17])=[N:10][C:9]2[S:23][C:24]3[CH2:29][CH2:28][CH2:27][CH2:26][C:25]=3[C:8]1=2.S(Cl)([Cl:32])=O, predict the reaction product. The product is: [Cl:32][C:7]1[C:8]2[C:25]3[CH2:26][CH2:27][CH2:28][CH2:29][C:24]=3[S:23][C:9]=2[N:10]=[C:11]([CH2:13][O:14][CH2:15][C:16]([O:18][CH2:19][CH2:20][CH2:21][CH3:22])=[O:17])[N:12]=1.